Dataset: hERG potassium channel inhibition data for cardiac toxicity prediction from Karim et al.. Task: Regression/Classification. Given a drug SMILES string, predict its toxicity properties. Task type varies by dataset: regression for continuous values (e.g., LD50, hERG inhibition percentage) or binary classification for toxic/non-toxic outcomes (e.g., AMES mutagenicity, cardiotoxicity, hepatotoxicity). Dataset: herg_karim. (1) The compound is Cn1nc(-c2cnc3[nH]cc(C(=O)N[C@]4(C)C[C@H](N)C4)c3n2)c2ccc(F)cc21. The result is 0 (non-blocker). (2) The compound is Cc1cn(Cc2ccccc2)c2ncnc(OC3CCN(Cc4cscn4)CC3)c12. The result is 1 (blocker). (3) The drug is CN1CCN(Cc2ccc3c(c2)Cc2c(-c4csc(C#CCNS(=O)(=O)c5ccccc5)c4)n[nH]c2-3)CC1. The result is 1 (blocker).